From a dataset of Catalyst prediction with 721,799 reactions and 888 catalyst types from USPTO. Predict which catalyst facilitates the given reaction. (1) Reactant: [Br:1][C:2]1[CH:3]=[C:4]([OH:9])[CH:5]=[C:6]([I:8])[CH:7]=1.[CH2:10](Br)[C:11]1[CH:16]=[CH:15][CH:14]=[CH:13][CH:12]=1.C([O-])([O-])=O.[K+].[K+]. Product: [CH2:10]([O:9][C:4]1[CH:5]=[C:6]([I:8])[CH:7]=[C:2]([Br:1])[CH:3]=1)[C:11]1[CH:16]=[CH:15][CH:14]=[CH:13][CH:12]=1. The catalyst class is: 37. (2) Reactant: [CH3:1][O:2][C:3]1[CH:8]=[C:7]([O:9][CH3:10])[CH:6]=[C:5](/[CH:11]=[CH:12]/[C:13]2[CH:14]=[CH:15][C:16]([OH:19])=[CH:17][CH:18]=2)[CH:4]=1.[N:20]1([C:32](=[O:33])[C:31]2[N:29]([CH3:30])[CH:28]=[N:27][C:26]=2[N:24]([CH3:25])[C:22]1=[O:23])[CH3:21]. Product: [CH3:10][O:9][C:7]1[CH:8]=[C:3]([O:2][CH3:1])[CH:4]=[C:5](/[CH:11]=[CH:12]/[C:13]2[CH:14]=[CH:15][C:16]([OH:19])=[CH:17][CH:18]=2)[CH:6]=1.[N:20]1([C:32](=[O:33])[C:31]2[N:29]([CH3:30])[CH:28]=[N:27][C:26]=2[N:24]([CH3:25])[C:22]1=[O:23])[CH3:21]. The catalyst class is: 657. (3) Reactant: [CH2:1]([C:3]1[C:11]2[C:6](=[CH:7][CH:8]=[CH:9][C:10]=2[NH:12][C:13]([C:15]2[N:19]3[CH:20]=[CH:21][C:22]([C:24](OCC)=[O:25])=[CH:23][C:18]3=[N:17][CH:16]=2)=[O:14])[N:5]([CH2:29][C:30]2[CH:35]=[CH:34][CH:33]=[C:32]([CH3:36])[N:31]=2)[N:4]=1)[CH3:2].[H-].[Al+3].[Li+].[H-].[H-].[H-]. Product: [CH2:1]([C:3]1[C:11]2[C:6](=[CH:7][CH:8]=[CH:9][C:10]=2[NH:12][C:13]([C:15]2[N:19]3[CH:20]=[CH:21][C:22]([CH2:24][OH:25])=[CH:23][C:18]3=[N:17][CH:16]=2)=[O:14])[N:5]([CH2:29][C:30]2[CH:35]=[CH:34][CH:33]=[C:32]([CH3:36])[N:31]=2)[N:4]=1)[CH3:2]. The catalyst class is: 1. (4) Reactant: [O:1]=[S:2]1(=[O:18])[CH2:7][CH2:6][N:5]([C:8]2[CH:9]=[C:10]([CH:15]=[CH:16][CH:17]=2)[C:11]([NH:13][NH2:14])=[O:12])[CH2:4][CH2:3]1.[Cl:19][C:20]1[CH:21]=[CH:22][C:23]([OH:29])=[C:24]([C:26](=O)[CH3:27])[CH:25]=1. Product: [Cl:19][C:20]1[CH:21]=[CH:22][C:23]([OH:29])=[C:24](/[C:26](=[N:14]/[NH:13][C:11](=[O:12])[C:10]2[CH:15]=[CH:16][CH:17]=[C:8]([N:5]3[CH2:6][CH2:7][S:2](=[O:1])(=[O:18])[CH2:3][CH2:4]3)[CH:9]=2)/[CH3:27])[CH:25]=1. The catalyst class is: 130. (5) Reactant: [Br:1][C:2]1[CH:3]=[CH:4][CH:5]=[C:6]2[C:11]=1[N:10]=[C:9]([CH3:12])[CH:8]=[CH:7]2.C1C(=O)N([Br:20])C(=O)C1.CC(N=NC(C#N)(C)C)(C#N)C. Product: [Br:1][C:2]1[CH:3]=[CH:4][CH:5]=[C:6]2[C:11]=1[N:10]=[C:9]([CH2:12][Br:20])[CH:8]=[CH:7]2. The catalyst class is: 53. (6) Reactant: Cl[C:2]1[CH:7]=[C:6]([O:8][CH3:9])[C:5]([N+:10]([O-:12])=[O:11])=[CH:4][N:3]=1.[CH:13]1(B(O)O)[CH2:15][CH2:14]1.C(=O)([O-])[O-].[Cs+].[Cs+]. Product: [CH:13]1([C:2]2[CH:7]=[C:6]([O:8][CH3:9])[C:5]([N+:10]([O-:12])=[O:11])=[CH:4][N:3]=2)[CH2:15][CH2:14]1. The catalyst class is: 819. (7) Reactant: [CH:1]1[CH:9]=[CH:8][CH:7]=[C:6]2[C:2]=1[CH:3]=[C:4]1[CH2:13][CH2:12][CH:11]([NH2:14])[CH2:10][N:5]12.[F:15][C:16]1[CH:21]=[CH:20][C:19]([S:22](Cl)(=[O:24])=[O:23])=[CH:18][CH:17]=1.C(N(CC)CC)C.C([O-])(O)=O.[Na+]. Product: [F:15][C:16]1[CH:21]=[CH:20][C:19]([S:22]([NH:14][CH:11]2[CH2:10][N:5]3[C:6]4[C:2]([CH:3]=[C:4]3[CH2:13][CH2:12]2)=[CH:1][CH:9]=[CH:8][CH:7]=4)(=[O:24])=[O:23])=[CH:18][CH:17]=1. The catalyst class is: 64.